This data is from NCI-60 drug combinations with 297,098 pairs across 59 cell lines. The task is: Regression. Given two drug SMILES strings and cell line genomic features, predict the synergy score measuring deviation from expected non-interaction effect. (1) Drug 1: CN(C)C1=NC(=NC(=N1)N(C)C)N(C)C. Drug 2: C1CCC(C(C1)N)N.C(=O)(C(=O)[O-])[O-].[Pt+4]. Cell line: PC-3. Synergy scores: CSS=14.8, Synergy_ZIP=4.70, Synergy_Bliss=10.8, Synergy_Loewe=7.14, Synergy_HSA=9.93. (2) Drug 1: CC1=C(N=C(N=C1N)C(CC(=O)N)NCC(C(=O)N)N)C(=O)NC(C(C2=CN=CN2)OC3C(C(C(C(O3)CO)O)O)OC4C(C(C(C(O4)CO)O)OC(=O)N)O)C(=O)NC(C)C(C(C)C(=O)NC(C(C)O)C(=O)NCCC5=NC(=CS5)C6=NC(=CS6)C(=O)NCCC[S+](C)C)O. Drug 2: CCCCC(=O)OCC(=O)C1(CC(C2=C(C1)C(=C3C(=C2O)C(=O)C4=C(C3=O)C=CC=C4OC)O)OC5CC(C(C(O5)C)O)NC(=O)C(F)(F)F)O. Cell line: OVCAR-4. Synergy scores: CSS=15.7, Synergy_ZIP=-7.75, Synergy_Bliss=-6.18, Synergy_Loewe=-2.12, Synergy_HSA=-1.38.